From a dataset of Reaction yield outcomes from USPTO patents with 853,638 reactions. Predict the reaction yield, written as a fraction of the theoretical maximum amount of product (1.0 means a 100% yield; for example, 0.34 means a 34% yield). (1) The reactants are [Br:1][CH2:2][C:3]1[CH:8]=[CH:7][CH:6]=[C:5]([N+:9]([O-])=O)[CH:4]=1.Cl. The catalyst is CCO.[Fe]. The product is [Br:1][CH2:2][C:3]1[CH:4]=[C:5]([CH:6]=[CH:7][CH:8]=1)[NH2:9]. The yield is 0.870. (2) The reactants are [I:1][C:2]1[CH:3]=[C:4]2[C:8](=[CH:9][CH:10]=1)[NH:7][CH:6]=[CH:5]2.O=[C:12]1[CH2:16][CH2:15][N:14]([C:17]([O:19][C:20]([CH3:23])([CH3:22])[CH3:21])=[O:18])[CH2:13]1. No catalyst specified. The product is [I:1][C:2]1[CH:3]=[C:4]2[C:8](=[CH:9][CH:10]=1)[N:7]([CH:16]1[CH2:12][CH2:13][N:14]([C:17]([O:19][C:20]([CH3:23])([CH3:22])[CH3:21])=[O:18])[CH2:15]1)[CH2:6][CH2:5]2. The yield is 0.510. (3) The reactants are [CH3:1][Si:2]([O:5][C:6](=[O:10])/[CH:7]=[CH:8]/[CH3:9])([CH3:4])[CH3:3].[Br:11]N1C(=O)CCC1=O.C(OOC(=O)C1C=CC=CC=1)(=O)C1C=CC=CC=1. The catalyst is C(Cl)(Cl)(Cl)Cl. The product is [CH3:1][Si:2]([O:5][C:6](=[O:10])/[CH:7]=[CH:8]/[CH2:9][Br:11])([CH3:4])[CH3:3]. The yield is 0.650.